From a dataset of Retrosynthesis with 50K atom-mapped reactions and 10 reaction types from USPTO. Predict the reactants needed to synthesize the given product. (1) Given the product CC(C)(C)OC(=O)N1Cc2c(C(N)=O)c(-c3ccc(F)c(Cl)c3)nn2CC1C1CC1, predict the reactants needed to synthesize it. The reactants are: CC(C)(C)OC(=O)N1Cc2c(C(N)=O)c(I)nn2CC1C1CC1.OB(O)c1ccc(F)c(Cl)c1. (2) Given the product C=C1Cc2ccccc2CON(C(=O)OC(C)(C)C)C1, predict the reactants needed to synthesize it. The reactants are: C=C(CCl)CN(OCc1ccccc1I)C(=O)OC(C)(C)C. (3) The reactants are: COC(=O)c1ccc([N+](=O)[O-])cc1S(=O)(=O)NC(C)(C)C. Given the product COC(=O)c1ccc(N)cc1S(=O)(=O)NC(C)(C)C, predict the reactants needed to synthesize it. (4) Given the product Oc1ccc2c(c1)CCN(c1ccccc1)C2c1ccc(I)cc1, predict the reactants needed to synthesize it. The reactants are: COc1ccc2c(c1)CCN(c1ccccc1)C2c1ccc(I)cc1. (5) The reactants are: Brc1nccs1.COC(=O)c1cc(O)cc(-c2ccc(C)cn2)c1. Given the product COC(=O)c1cc(Oc2nccs2)cc(-c2ccc(C)cn2)c1, predict the reactants needed to synthesize it. (6) Given the product O=S1CCN(c2nc(N3CCNCC3)nc3c(SCc4ccc(Cl)cc4)ncnc23)CC1, predict the reactants needed to synthesize it. The reactants are: C1CNCCN1.O=S1CCN(c2nc(Cl)nc3c(SCc4ccc(Cl)cc4)ncnc23)CC1. (7) Given the product CN(C[C@H]1C[C@H](Oc2cc(Cl)c(CN3CCCC3)cc2Cl)C1)C(=O)OC(C)(C)C, predict the reactants needed to synthesize it. The reactants are: CN(C[C@H]1C[C@@H](OS(C)(=O)=O)C1)C(=O)OC(C)(C)C.Oc1cc(Cl)c(CN2CCCC2)cc1Cl.